From a dataset of Reaction yield outcomes from USPTO patents with 853,638 reactions. Predict the reaction yield, written as a fraction of the theoretical maximum amount of product (1.0 means a 100% yield; for example, 0.34 means a 34% yield). (1) The reactants are [Cl-].O[NH3+:3].[C:4](=[O:7])([O-])[OH:5].[Na+].CS(C)=O.[CH2:13]([C:17]1[N:18]=[C:19]([CH3:45])[N:20]([CH2:39][C:40]2([CH3:44])[CH2:43][O:42][CH2:41]2)[C:21](=[O:38])[C:22]=1[CH2:23][C:24]1[CH:29]=[CH:28][C:27]([C:30]2[C:31]([C:36]#[N:37])=[CH:32][CH:33]=[CH:34][CH:35]=2)=[CH:26][CH:25]=1)[CH2:14][CH2:15][CH3:16]. The catalyst is C(OCC)(=O)C. The product is [CH2:13]([C:17]1[N:18]=[C:19]([CH3:45])[N:20]([CH2:39][C:40]2([CH3:44])[CH2:41][O:42][CH2:43]2)[C:21](=[O:38])[C:22]=1[CH2:23][C:24]1[CH:25]=[CH:26][C:27]([C:30]2[CH:35]=[CH:34][CH:33]=[CH:32][C:31]=2[C:36]2[NH:3][C:4](=[O:7])[O:5][N:37]=2)=[CH:28][CH:29]=1)[CH2:14][CH2:15][CH3:16]. The yield is 0.0500. (2) The reactants are [NH2:1][C:2]1[N:10]=[CH:9][N:8]=[C:7]2[C:3]=1[N:4]=[C:5](Br)[N:6]2[CH2:11][CH2:12][O:13]C(=O)C.[I:18][C:19]1[CH:24]=[CH:23][C:22]([O:25][CH3:26])=[CH:21][C:20]=1[S-:27].[K+]. The catalyst is CN(C=O)C. The product is [NH2:1][C:2]1[N:10]=[CH:9][N:8]=[C:7]2[C:3]=1[N:4]=[C:5]([S:27][C:20]1[CH:21]=[C:22]([O:25][CH3:26])[CH:23]=[CH:24][C:19]=1[I:18])[N:6]2[CH2:11][CH2:12][OH:13]. The yield is 0.370. (3) The reactants are [Cl:1][C:2]1[N:7]=[N:6][C:5]([O:8][CH2:9][CH:10]2[CH2:15][CH2:14][N:13]([CH2:16][C:17](O)([CH2:20][CH3:21])[CH2:18][CH3:19])[CH2:12][CH2:11]2)=[CH:4][CH:3]=1.CCN(S(F)(F)[F:29])CC.O. The catalyst is ClCCl. The product is [Cl:1][C:2]1[N:7]=[N:6][C:5]([O:8][CH2:9][CH:10]2[CH2:15][CH2:14][N:13]([CH2:16][C:17]([CH2:20][CH3:21])([F:29])[CH2:18][CH3:19])[CH2:12][CH2:11]2)=[CH:4][CH:3]=1. The yield is 0.460. (4) The reactants are [CH3:1][C:2]([C:5]1[CH:10]=[C:9]([C:11](OC)=[O:12])[CH:8]=[CH:7][C:6]=1[C:15]1[CH:20]=[CH:19][CH:18]=[C:17]([O:21][CH3:22])[CH:16]=1)([CH3:4])[CH3:3].[H-].[H-].[H-].[H-].[Li+].[Al+3].[OH-].[Na+]. The catalyst is C1COCC1. The product is [CH3:4][C:2]([C:5]1[CH:10]=[C:9]([CH2:11][OH:12])[CH:8]=[CH:7][C:6]=1[C:15]1[CH:20]=[CH:19][CH:18]=[C:17]([O:21][CH3:22])[CH:16]=1)([CH3:1])[CH3:3]. The yield is 0.900.